Task: Predict the reaction yield, written as a fraction of the theoretical maximum amount of product (1.0 means a 100% yield; for example, 0.34 means a 34% yield).. Dataset: Reaction yield outcomes from USPTO patents with 853,638 reactions (1) The reactants are Cl[C:2]1[CH:11]=[CH:10][C:9]2[C:4](=[CH:5][CH:6]=[C:7]([O:12][CH3:13])[CH:8]=2)[N:3]=1.[C:14]([C:17]1[CH:22]=[CH:21][C:20](B(O)O)=[C:19]([Cl:26])[CH:18]=1)([OH:16])=[O:15].C([O-])([O-])=O.[K+].[K+]. The catalyst is COCCOCCO.O.CCOC(C)=O.C1C=CC(P(C2C=CC=CC=2)[C-]2C=CC=C2)=CC=1.C1C=CC(P(C2C=CC=CC=2)[C-]2C=CC=C2)=CC=1.Cl[Pd]Cl.[Fe+2]. The product is [Cl:26][C:19]1[CH:18]=[C:17]([CH:22]=[CH:21][C:20]=1[C:2]1[CH:11]=[CH:10][C:9]2[C:4](=[CH:5][CH:6]=[C:7]([O:12][CH3:13])[CH:8]=2)[N:3]=1)[C:14]([OH:16])=[O:15]. The yield is 0.460. (2) The reactants are [Cl:1][C:2]1[CH:3]=[N:4][N:5]([CH3:16])[C:6]=1[C:7]1[CH:8]=[C:9]([C:13]([OH:15])=O)[S:10][C:11]=1[CH3:12].C(N(CC)C(C)C)(C)C.[NH2:26][C@@H:27]([CH2:40][CH:41]1[CH2:46][CH2:45][CH2:44][CH2:43][CH2:42]1)[CH2:28][N:29]1[C:37](=[O:38])[C:36]2[C:31](=[CH:32][CH:33]=[CH:34][CH:35]=2)[C:30]1=[O:39].CC(OC(N[C@H](C(O)=O)CC1C=CC=CC=1C(F)(F)F)=O)(C)C.F[P-](F)(F)(F)(F)F.Br[P+](N1CCCC1)(N1CCCC1)N1CCCC1. The catalyst is C(Cl)Cl. The product is [Cl:1][C:2]1[CH:3]=[N:4][N:5]([CH3:16])[C:6]=1[C:7]1[CH:8]=[C:9]([C:13]([NH:26][C@H:27]([CH2:28][N:29]2[C:37](=[O:38])[C:36]3[C:31](=[CH:32][CH:33]=[CH:34][CH:35]=3)[C:30]2=[O:39])[CH2:40][CH:41]2[CH2:46][CH2:45][CH2:44][CH2:43][CH2:42]2)=[O:15])[S:10][C:11]=1[CH3:12]. The yield is 0.710. (3) The reactants are [O:1]=[C:2]1[C@H:6]([O:7][C:8](=[O:15])[C:9]2[CH:14]=[CH:13][CH:12]=[CH:11][CH:10]=2)[C@@H:5]([O:16][C:17](=[O:24])[C:18]2[CH:23]=[CH:22][CH:21]=[CH:20][CH:19]=2)[C:4](=O)[O:3]1.C(#N)C.[NH2:29][OH:30].O. The catalyst is C1(C)C=CC=CC=1. The product is [OH:30][N:29]1[C:2](=[O:1])[C@H:6]([O:7][C:8](=[O:15])[C:9]2[CH:14]=[CH:13][CH:12]=[CH:11][CH:10]=2)[C@@H:5]([O:16][C:17](=[O:24])[C:18]2[CH:23]=[CH:22][CH:21]=[CH:20][CH:19]=2)[C:4]1=[O:3]. The yield is 0.870. (4) The reactants are [C:1]([NH2:9])(=[O:8])[C:2]1[CH:7]=[CH:6][CH:5]=[CH:4][CH:3]=1.[N:10]([C:13]1[CH:14]=[C:15]([O:23][CH3:24])[C:16]([O:21][CH3:22])=[C:17]([O:19][CH3:20])[CH:18]=1)=[C:11]=[O:12]. No catalyst specified. The product is [C:1]([NH:9][C:11]([NH:10][C:13]1[CH:18]=[C:17]([O:19][CH3:20])[C:16]([O:21][CH3:22])=[C:15]([O:23][CH3:24])[CH:14]=1)=[O:12])(=[O:8])[C:2]1[CH:7]=[CH:6][CH:5]=[CH:4][CH:3]=1. The yield is 0.760. (5) The reactants are [CH2:1]([C:11]1[CH:12]=[C:13]2[C:18](=[CH:19][CH:20]=1)[CH:17]=[C:16]([C:21]([O:23]C)=[O:22])[CH:15]=[CH:14]2)[CH2:2][CH2:3][CH2:4][CH2:5][CH2:6][CH2:7][CH2:8][CH2:9][CH3:10].[Li+].[OH-]. The catalyst is C1COCC1.CO. The product is [CH2:1]([C:11]1[CH:12]=[C:13]2[C:18](=[CH:19][CH:20]=1)[CH:17]=[C:16]([C:21]([OH:23])=[O:22])[CH:15]=[CH:14]2)[CH2:2][CH2:3][CH2:4][CH2:5][CH2:6][CH2:7][CH2:8][CH2:9][CH3:10]. The yield is 0.810. (6) The reactants are [Cl:1][C:2]1[N:3]=[CH:4][NH:5][C:6]=1[C:7]([O:9]C)=[O:8].CO.[OH-].[Na+].Cl. The catalyst is O1CCOCC1. The product is [Cl:1][C:2]1[N:3]=[CH:4][NH:5][C:6]=1[C:7]([OH:9])=[O:8]. The yield is 0.940. (7) The reactants are Cl.[CH3:2][O:3][C:4]1[CH:9]=[CH:8][C:7]([NH:10][NH2:11])=[CH:6][CH:5]=1.C(N(CC)CC)C.[OH:19][C:20]1([C:30]#[C:31][C:32]([C:34]2[CH:39]=[CH:38][C:37]([CH3:40])=[CH:36][CH:35]=2)=O)[CH2:29][CH2:28][C:23]2([O:27][CH2:26][CH2:25][O:24]2)[CH2:22][CH2:21]1. The catalyst is C(O)C. The product is [CH3:2][O:3][C:4]1[CH:9]=[CH:8][C:7]([N:10]2[C:32]([C:34]3[CH:35]=[CH:36][C:37]([CH3:40])=[CH:38][CH:39]=3)=[CH:31][C:30]([C:20]3([OH:19])[CH2:29][CH2:28][C:23]4([O:24][CH2:25][CH2:26][O:27]4)[CH2:22][CH2:21]3)=[N:11]2)=[CH:6][CH:5]=1. The yield is 0.910.